This data is from Reaction yield outcomes from USPTO patents with 853,638 reactions. The task is: Predict the reaction yield, written as a fraction of the theoretical maximum amount of product (1.0 means a 100% yield; for example, 0.34 means a 34% yield). (1) The reactants are [CH3:1][C:2]1[C:12](=[O:13])[C:11]2[CH:10]=[CH:9][CH:8]=[CH:7][C:6]=2[C:4](=[O:5])[CH:3]=1.S(S([O-])=O)([O-])=O.[Na+].[Na+].S(S([O-])=O)([O-])(=O)=O.[Na+].[Na+]. The catalyst is CCOC(C)=O.O. The product is [CH3:1][C:2]1[CH:3]=[C:4]([OH:5])[C:6]2[C:11](=[CH:10][CH:9]=[CH:8][CH:7]=2)[C:12]=1[OH:13]. The yield is 0.980. (2) The reactants are [F:1][C:2]([F:18])([F:17])[C:3]1[CH:8]=[CH:7][C:6]([C:9]2[CH:10]=[N:11][CH:12]=[C:13]([CH:16]=2)[C:14]#[N:15])=[CH:5][CH:4]=1.[H][H]. The catalyst is [Pd].C(O)C. The product is [F:17][C:2]([F:1])([F:18])[C:3]1[CH:4]=[CH:5][C:6]([C:9]2[CH:16]=[C:13]([CH2:14][NH2:15])[CH:12]=[N:11][CH:10]=2)=[CH:7][CH:8]=1. The yield is 0.740. (3) The reactants are Cl.[NH2:2][OH:3].[OH-].[K+].C[O:7][C:8]([CH:10]([NH:15][C:16](=[O:22])[O:17][C:18]([CH3:21])([CH3:20])[CH3:19])[CH:11]([CH3:14])[CH2:12][CH3:13])=O.O. The catalyst is CO.C(O)(=O)C. The product is [OH:3][NH:2][C:8]([CH:10]([NH:15][C:16](=[O:22])[O:17][C:18]([CH3:21])([CH3:20])[CH3:19])[CH:11]([CH3:14])[CH2:12][CH3:13])=[O:7]. The yield is 0.900. (4) The reactants are [C:1]12([C:11]3[CH:30]=[CH:29][C:14]([O:15][CH2:16][C:17]4[O:18][C:19]5[CH:25]=[CH:24][C:23]([C:26](O)=[O:27])=[CH:22][C:20]=5[N:21]=4)=[CH:13][CH:12]=3)[CH2:10][CH:5]3[CH2:6][CH:7]([CH2:9][CH:3]([CH2:4]3)[CH2:2]1)[CH2:8]2.[N:31]1([CH2:37][CH2:38][NH2:39])[CH2:36][CH2:35][CH2:34][CH2:33][CH2:32]1.CN(C(ON1N=NC2C=CC=CC1=2)=[N+](C)C)C.F[P-](F)(F)(F)(F)F.CCN(C(C)C)C(C)C. The catalyst is CN(C=O)C. The product is [N:31]1([CH2:37][CH2:38][NH:39][C:26]([C:23]2[CH:24]=[CH:25][C:19]3[O:18][C:17]([CH2:16][O:15][C:14]4[CH:13]=[CH:12][C:11]([C:1]56[CH2:10][CH:5]7[CH2:4][CH:3]([CH2:9][CH:7]([CH2:6]7)[CH2:8]5)[CH2:2]6)=[CH:30][CH:29]=4)=[N:21][C:20]=3[CH:22]=2)=[O:27])[CH2:36][CH2:35][CH2:34][CH2:33][CH2:32]1. The yield is 0.220. (5) The reactants are [C:1]12([NH:11][CH2:12][C:13]3[CH:18]=[CH:17][C:16](/[CH:19]=[CH:20]/[C:21](O)=[O:22])=[CH:15][CH:14]=3)[CH2:10][CH:5]3[CH2:6][CH:7]([CH2:9][CH:3]([CH2:4]3)[CH2:2]1)[CH2:8]2.Cl.CN(C)CCCN=C=NCC.O[N:37]1[C:41]2[CH:42]=[CH:43][CH:44]=[CH:45][C:40]=2[N:39]=N1.C1(N)C=CC=CC=1N.C(N(CC)CC)C. The catalyst is CN(C)C=O.O. The product is [NH2:37][C:41]1[CH:42]=[CH:43][CH:44]=[CH:45][C:40]=1[NH:39][C:21](=[O:22])/[CH:20]=[CH:19]/[C:16]1[CH:17]=[CH:18][C:13]([CH2:12][NH:11][C:1]23[CH2:10][CH:5]4[CH2:4][CH:3]([CH2:9][CH:7]([CH2:6]4)[CH2:8]2)[CH2:2]3)=[CH:14][CH:15]=1. The yield is 0.100. (6) The yield is 0.380. The reactants are [OH:1][CH2:2][CH2:3][N:4]1[CH2:8][CH2:7][CH2:6][CH2:5]1.[Br:9][C:10]1[CH:11]=[N:12][C:13](Cl)=[N:14][CH:15]=1.[H-].[Na+]. The product is [Br:9][C:10]1[CH:11]=[N:12][C:13]([O:1][CH2:2][CH2:3][N:4]2[CH2:8][CH2:7][CH2:6][CH2:5]2)=[N:14][CH:15]=1. The catalyst is CN(C=O)C.